Dataset: Reaction yield outcomes from USPTO patents with 853,638 reactions. Task: Predict the reaction yield, written as a fraction of the theoretical maximum amount of product (1.0 means a 100% yield; for example, 0.34 means a 34% yield). (1) The reactants are [O-]CC.[Na+].C1(C)C=CC=CC=1.C([O:14][C:15](=[O:31])[CH2:16][C:17](=[N:24][N:25]1[CH2:29][CH2:28][CH2:27][C:26]1=O)[C:18]1[CH:23]=[CH:22][CH:21]=[CH:20][N:19]=1)C.Cl. The catalyst is O. The product is [N:19]1[CH:20]=[CH:21][CH:22]=[CH:23][C:18]=1[C:17]1[C:16]([C:15]([OH:14])=[O:31])=[C:29]2[CH2:28][CH2:27][CH2:26][N:25]2[N:24]=1. The yield is 0.930. (2) The reactants are [CH3:1][O:2][C:3]1[CH:4]=[CH:5][C:6]([CH2:9][C:10]([OH:12])=O)=[N:7][CH:8]=1.C(N1C=CN=C1)(N1C=CN=C1)=O.C(N(CC)CC)C.Cl.Cl.[CH3:34][C:35]1[N:40]=[CH:39][N:38]=[C:37]([C:41]2[CH:42]=[C:43]3[C:47](=[CH:48][CH:49]=2)[CH:46]([N:50]2[CH2:53][C:52]4([CH2:58][CH2:57][NH:56][CH2:55][CH2:54]4)[CH2:51]2)[CH2:45][CH2:44]3)[CH:36]=1.[OH-].[Na+]. The catalyst is ClCCl.CCOC(C)=O.O. The product is [CH3:1][O:2][C:3]1[CH:4]=[CH:5][C:6]([CH2:9][C:10]([N:56]2[CH2:57][CH2:58][C:52]3([CH2:51][N:50]([C@H:46]4[C:47]5[C:43](=[CH:42][C:41]([C:37]6[CH:36]=[C:35]([CH3:34])[N:40]=[CH:39][N:38]=6)=[CH:49][CH:48]=5)[CH2:44][CH2:45]4)[CH2:53]3)[CH2:54][CH2:55]2)=[O:12])=[N:7][CH:8]=1. The yield is 0.897. (3) The reactants are [CH:1]1[CH:6]=[CH:5][C:4]([CH2:7]Br)=[CH:3][CH:2]=1.[CH:9]1[C:14]([C:15]2[CH:16]=[CH:17][C:18]([F:22])=[CH:19][C:20]=2[F:21])=[CH:13][C:12]([C:23]([OH:25])=[O:24])=[C:11]([OH:26])[CH:10]=1.O. The catalyst is CCCC[N+](CCCC)(CCCC)CCCC.[F-]. The product is [F:21][C:20]1[CH:19]=[C:18]([F:22])[CH:17]=[CH:16][C:15]=1[C:14]1[CH:9]=[CH:10][C:11]([OH:26])=[C:12]([C:23]([O:25][CH2:7][C:4]2[CH:5]=[CH:6][CH:1]=[CH:2][CH:3]=2)=[O:24])[CH:13]=1. The yield is 0.770. (4) The reactants are [F:1][C:2]1[C:7](I)=[CH:6][C:5]([CH3:9])=[CH:4][N:3]=1.Cl[C:11]1[C:12]([N+:23]([O-:25])=[O:24])=[C:13]([CH3:22])[C:14]([C:18]([F:21])([F:20])[F:19])=[CH:15][C:16]=1[Cl:17].O.CO. The catalyst is CN1C(=O)CCC1.[Cu]. The product is [Cl:17][C:16]1[C:11]([C:7]2[C:2]([F:1])=[N:3][CH:4]=[C:5]([CH3:9])[CH:6]=2)=[C:12]([N+:23]([O-:25])=[O:24])[C:13]([CH3:22])=[C:14]([C:18]([F:19])([F:20])[F:21])[CH:15]=1. The yield is 0.520. (5) The reactants are [Br:1][C:2]1[CH:7]=[C:6]([F:8])[CH:5]=[CH:4][C:3]=1[C:9]([F:12])([F:11])[F:10].[N+:13]([O-])([O-:15])=[O:14].[K+]. The catalyst is S(=O)(=O)(O)O. The product is [Br:1][C:2]1[CH:7]=[C:6]([F:8])[C:5]([N+:13]([O-:15])=[O:14])=[CH:4][C:3]=1[C:9]([F:12])([F:10])[F:11]. The yield is 1.00. (6) The reactants are Cl[CH2:2][CH2:3][CH2:4][N:5]1[C:14]2[C:9](=[CH:10][CH:11]=[CH:12][CH:13]=2)[CH:8]=[CH:7][C:6]1=[O:15].C([O-])([O-])=O.[K+].[K+].[CH2:22]([O:25][CH:26]1[CH2:31][CH2:30][NH:29][CH2:28][CH2:27]1)[CH2:23][CH3:24].CC#N. The catalyst is O.CCOC(C)=O. The product is [CH2:22]([O:25][CH:26]1[CH2:31][CH2:30][N:29]([CH2:2][CH2:3][CH2:4][N:5]2[C:14]3[C:9](=[CH:10][CH:11]=[CH:12][CH:13]=3)[CH:8]=[CH:7][C:6]2=[O:15])[CH2:28][CH2:27]1)[CH2:23][CH3:24]. The yield is 0.590. (7) The reactants are [CH3:1][C:2]1([CH3:10])[O:9][C:7](=[O:8])[CH2:6][C:4](=[O:5])[O:3]1.[CH:11]([O-])([O-])OC.[CH2:16]([O:19][C:20]1[C:21]([NH2:30])=[CH:22][C:23]2[C:28]([CH:29]=1)=[CH:27][CH:26]=[CH:25][CH:24]=2)[CH2:17][CH3:18]. No catalyst specified. The product is [CH3:1][C:2]1([CH3:10])[O:9][C:7](=[O:8])[C:6](=[CH:11][NH:30][C:21]2[C:20]([O:19][CH2:16][CH2:17][CH3:18])=[CH:29][C:28]3[C:23](=[CH:24][CH:25]=[CH:26][CH:27]=3)[CH:22]=2)[C:4](=[O:5])[O:3]1. The yield is 0.950. (8) The reactants are [F:1][C:2]1[CH:7]=[CH:6][C:5]([C:8]([CH:10]2[CH2:15][CH2:14][N:13]([CH3:16])[CH2:12][CH2:11]2)=[O:9])=[CH:4][CH:3]=1.[BH4-].[Na+]. The catalyst is CO. The product is [F:1][C:2]1[CH:7]=[CH:6][C:5]([CH:8]([CH:10]2[CH2:15][CH2:14][N:13]([CH3:16])[CH2:12][CH2:11]2)[OH:9])=[CH:4][CH:3]=1. The yield is 0.900.